Predict the reaction yield, written as a fraction of the theoretical maximum amount of product (1.0 means a 100% yield; for example, 0.34 means a 34% yield). From a dataset of Reaction yield outcomes from USPTO patents with 853,638 reactions. The catalyst is CO.C(OCC)(=O)C.[Pd]. The reactants are [N+:1]([C:4]1[CH:5]=[N:6][CH:7]=[CH:8][C:9]=1[C:10]1[CH2:11][CH2:12][CH:13]2[O:17][C:16](=[O:18])[N:15]([C:19]([O:21][C:22]([CH3:25])([CH3:24])[CH3:23])=[O:20])[CH:14]2[CH:26]=1)([O-])=O. The yield is 0.870. The product is [NH2:1][C:4]1[CH:5]=[N:6][CH:7]=[CH:8][C:9]=1[CH:10]1[CH2:26][CH:14]2[N:15]([C:19]([O:21][C:22]([CH3:24])([CH3:23])[CH3:25])=[O:20])[C:16](=[O:18])[O:17][CH:13]2[CH2:12][CH2:11]1.